Predict the reactants needed to synthesize the given product. From a dataset of Full USPTO retrosynthesis dataset with 1.9M reactions from patents (1976-2016). Given the product [CH2:1]([O:3][C:4]([CH:6]1[CH2:10][CH2:9][CH:8]([O:11][Si:26]([CH:33]([CH3:35])[CH3:34])([CH:30]([CH3:32])[CH3:31])[CH:27]([CH3:29])[CH3:28])[CH2:7]1)=[O:5])[CH3:2], predict the reactants needed to synthesize it. The reactants are: [CH2:1]([O:3][C:4]([CH:6]1[CH2:10][CH2:9][CH:8]([OH:11])[CH2:7]1)=[O:5])[CH3:2].N1C(C)=CC=CC=1C.FC(F)(F)S(O[Si:26]([CH:33]([CH3:35])[CH3:34])([CH:30]([CH3:32])[CH3:31])[CH:27]([CH3:29])[CH3:28])(=O)=O.